Dataset: Peptide-MHC class II binding affinity with 134,281 pairs from IEDB. Task: Regression. Given a peptide amino acid sequence and an MHC pseudo amino acid sequence, predict their binding affinity value. This is MHC class II binding data. (1) The peptide sequence is PADKYKTLEAAFTVS. The MHC is HLA-DPA10201-DPB11401 with pseudo-sequence HLA-DPA10201-DPB11401. The binding affinity (normalized) is 0.182. (2) The peptide sequence is KEPIVGAETFYVDGA. The MHC is HLA-DQA10101-DQB10501 with pseudo-sequence HLA-DQA10101-DQB10501. The binding affinity (normalized) is 0.349. (3) The peptide sequence is VSDWTTERLRWLLIE. The MHC is DRB1_0101 with pseudo-sequence DRB1_0101. The binding affinity (normalized) is 0.485. (4) The peptide sequence is QWIIRNWETVKIQWS. The MHC is DRB1_1101 with pseudo-sequence DRB1_1101. The binding affinity (normalized) is 0.391. (5) The peptide sequence is TFALWRVSAEEY. The MHC is DRB1_1101 with pseudo-sequence DRB1_1101. The binding affinity (normalized) is 0.461.